The task is: Predict the product of the given reaction.. This data is from Forward reaction prediction with 1.9M reactions from USPTO patents (1976-2016). (1) Given the reactants [H-].[Na+].Br[C:4]1[C:13]2[C:8](=[CH:9][C:10]([O:16][CH3:17])=[C:11]([O:14][CH3:15])[CH:12]=2)[C:7]([C:18]#[N:19])=[CH:6][N:5]=1.[CH3:20][N:21]([CH3:34])[C:22]1[C:31]2[C:26](=[CH:27][CH:28]=[CH:29][CH:30]=2)[C:25]([CH:32]=[O:33])=[CH:24][CH:23]=1.[I-].C[N+]1C=CN(C)C=1, predict the reaction product. The product is: [CH3:20][N:21]([CH3:34])[C:22]1[C:31]2[C:26](=[CH:27][CH:28]=[CH:29][CH:30]=2)[C:25]([C:32]([C:4]2[C:13]3[C:8](=[CH:9][C:10]([O:16][CH3:17])=[C:11]([O:14][CH3:15])[CH:12]=3)[C:7]([C:18]#[N:19])=[CH:6][N:5]=2)=[O:33])=[CH:24][CH:23]=1. (2) Given the reactants [CH2:1]([NH:3][C:4]([NH:6][C:7]1[CH:12]=[CH:11][C:10]([C:13]2[N:14]=[C:15]([N:23]3[CH2:28][CH2:27][O:26][CH2:25][C@@H:24]3[CH2:29][CH3:30])[C:16]3[CH2:22][CH2:21][NH:20][CH2:19][C:17]=3[N:18]=2)=[CH:9][CH:8]=1)=[O:5])[CH3:2].CN(C)C=O.[O:36]1[CH2:39][C:38](=O)[CH2:37]1.C(O[BH-](OC(=O)C)OC(=O)C)(=O)C.[Na+], predict the reaction product. The product is: [CH2:1]([NH:3][C:4]([NH:6][C:7]1[CH:8]=[CH:9][C:10]([C:13]2[N:14]=[C:15]([N:23]3[CH2:28][CH2:27][O:26][CH2:25][C@@H:24]3[CH2:29][CH3:30])[C:16]3[CH2:22][CH2:21][N:20]([CH:38]4[CH2:39][O:36][CH2:37]4)[CH2:19][C:17]=3[N:18]=2)=[CH:11][CH:12]=1)=[O:5])[CH3:2]. (3) Given the reactants [OH:1][C:2]1[CH:3]=[CH:4][C:5]2[N:6]([CH:8]=[C:9]([NH:11][C:12]([CH:14]3[CH2:16][CH2:15]3)=[O:13])[N:10]=2)[CH:7]=1.F[C:18]1[CH:23]=[CH:22][C:21]([N+:24]([O-])=O)=[CH:20][C:19]=1[Cl:27].C(=O)([O-])[O-].[Cs+].[Cs+].[Cl-].[NH4+], predict the reaction product. The product is: [NH2:24][C:21]1[CH:22]=[CH:23][C:18]([O:1][C:2]2[CH:3]=[CH:4][C:5]3[N:6]([CH:8]=[C:9]([NH:11][C:12]([CH:14]4[CH2:15][CH2:16]4)=[O:13])[N:10]=3)[CH:7]=2)=[C:19]([Cl:27])[CH:20]=1. (4) Given the reactants [F:1][CH2:2][C:3]1[CH:4]=[N:5][CH:6]=[CH:7][C:8]=1[NH:9]C(=O)OC(C)(C)C.C(O)(C(F)(F)F)=O.CO, predict the reaction product. The product is: [F:1][CH2:2][C:3]1[CH:4]=[N:5][CH:6]=[CH:7][C:8]=1[NH2:9]. (5) Given the reactants [Cl:1][C:2]1[C:35]([C:36]([F:39])([F:38])[F:37])=[CH:34][CH:33]=[CH:32][C:3]=1[CH2:4][N:5]([CH2:20][CH:21]([O:28][C:29](=[O:31])[CH3:30])[C:22]1[CH:27]=[CH:26][CH:25]=[CH:24][CH:23]=1)[CH2:6][CH2:7][CH2:8][O:9][C:10]1[CH:11]=[C:12]([CH2:16][C:17]([OH:19])=[O:18])[CH:13]=[CH:14][CH:15]=1.Cl, predict the reaction product. The product is: [ClH:1].[Cl:1][C:2]1[C:35]([C:36]([F:37])([F:38])[F:39])=[CH:34][CH:33]=[CH:32][C:3]=1[CH2:4][N:5]([CH2:20][CH:21]([O:28][C:29](=[O:31])[CH3:30])[C:22]1[CH:23]=[CH:24][CH:25]=[CH:26][CH:27]=1)[CH2:6][CH2:7][CH2:8][O:9][C:10]1[CH:11]=[C:12]([CH2:16][C:17]([OH:19])=[O:18])[CH:13]=[CH:14][CH:15]=1. (6) Given the reactants [Cl:1][C:2]1[CH:3]=[CH:4][C:5]([O:19][CH3:20])=[C:6]([C:8]2[CH:13]=[CH:12][C:11](/[C:14](/[CH3:18])=[CH:15]/[CH2:16][OH:17])=[CH:10][CH:9]=2)[CH:7]=1.[CH2:21]([O:23][C@@H:24]([CH2:30][C:31]1[CH:36]=[CH:35][C:34](O)=[CH:33][CH:32]=1)[C:25]([O:27][CH2:28][CH3:29])=[O:26])[CH3:22], predict the reaction product. The product is: [CH2:21]([O:23][C@@H:24]([CH2:30][C:31]1[CH:32]=[CH:33][C:34]([O:17][CH2:16]/[CH:15]=[C:14](/[C:11]2[CH:12]=[CH:13][C:8]([C:6]3[CH:7]=[C:2]([Cl:1])[CH:3]=[CH:4][C:5]=3[O:19][CH3:20])=[CH:9][CH:10]=2)\[CH3:18])=[CH:35][CH:36]=1)[C:25]([O:27][CH2:28][CH3:29])=[O:26])[CH3:22]. (7) Given the reactants [CH3:1][N:2]1[C:7](=O)[C:6]2=[C:9]([NH:25][C:26]3[CH:31]=[CH:30][CH:29]=[CH:28][CH:27]=3)[N:10]([CH2:12][C:13]3[CH:18]=[CH:17][C:16]([C:19]4[CH:24]=[CH:23][CH:22]=[CH:21][N:20]=4)=[CH:15][CH:14]=3)[N:11]=[C:5]2[N:4]2[C@H:32]3[CH2:37][CH2:36][CH2:35][C@H:33]3[N:34]=[C:3]12.P12(SP3(SP(SP(S3)(S1)=S)(=S)S2)=S)=[S:39], predict the reaction product. The product is: [CH3:1][N:2]1[C:7](=[S:39])[C:6]2=[C:9]([NH:25][C:26]3[CH:31]=[CH:30][CH:29]=[CH:28][CH:27]=3)[N:10]([CH2:12][C:13]3[CH:18]=[CH:17][C:16]([C:19]4[CH:24]=[CH:23][CH:22]=[CH:21][N:20]=4)=[CH:15][CH:14]=3)[N:11]=[C:5]2[N:4]2[C@H:32]3[CH2:37][CH2:36][CH2:35][C@H:33]3[N:34]=[C:3]12. (8) Given the reactants [CH2:1]([N:4]([CH2:8][C:9]1[CH:16]=[CH:15][C:12]([CH2:13][OH:14])=[CH:11][CH:10]=1)[CH2:5][CH2:6][CH3:7])[CH2:2][CH3:3], predict the reaction product. The product is: [CH2:1]([N:4]([CH2:8][C:9]1[CH:16]=[CH:15][C:12]([CH:13]=[O:14])=[CH:11][CH:10]=1)[CH2:5][CH2:6][CH3:7])[CH2:2][CH3:3]. (9) Given the reactants F[C:2](F)(F)[C:3](O)=[O:4].[O:8]=[S:9]1(=[O:37])[CH2:14][CH:13]=[C:12]([C:15]2[CH:20]=[C:19]([CH:21]3[CH2:26][CH2:25][NH:24][CH2:23][CH2:22]3)[CH:18]=[CH:17][C:16]=2[NH:27][C:28]([C:30]2[NH:31][CH:32]=[C:33]([C:35]#[N:36])[N:34]=2)=[O:29])[CH2:11][CH2:10]1.CCN(C(C)C)C(C)C.C(OC(=O)C)(=O)C.CCOC(C)=O, predict the reaction product. The product is: [C:3]([N:24]1[CH2:25][CH2:26][CH:21]([C:19]2[CH:18]=[CH:17][C:16]([NH:27][C:28]([C:30]3[NH:31][CH:32]=[C:33]([C:35]#[N:36])[N:34]=3)=[O:29])=[C:15]([C:12]3[CH2:13][CH2:14][S:9](=[O:8])(=[O:37])[CH2:10][CH:11]=3)[CH:20]=2)[CH2:22][CH2:23]1)(=[O:4])[CH3:2].